Task: Predict the reactants needed to synthesize the given product.. Dataset: Full USPTO retrosynthesis dataset with 1.9M reactions from patents (1976-2016) (1) Given the product [Cl:11][C:7]1[CH:8]=[CH:9][CH:10]=[C:2]2[C:3]=1[C:4](=[O:5])[NH:12][C:13](=[O:14])[NH:1]2, predict the reactants needed to synthesize it. The reactants are: [NH2:1][C:2]1[CH:10]=[CH:9][CH:8]=[C:7]([Cl:11])[C:3]=1[C:4](O)=[O:5].[NH2:12][C:13](N)=[O:14]. (2) Given the product [Cl:6][C:7]1[CH:8]=[CH:9][C:10]([NH:13][C:14]2[N:16]=[C:21]([C:23]3[S:27][C:26]([C:28]([NH:30][CH2:31][C:32]4[CH:33]=[CH:34][CH:35]=[CH:36][CH:37]=4)=[O:29])=[CH:25][CH:24]=3)[CH:20]=[CH:19][N:15]=2)=[CH:11][CH:12]=1, predict the reactants needed to synthesize it. The reactants are: [Na].C(=O)(O)O.[Cl:6][C:7]1[CH:12]=[CH:11][C:10]([NH:13][C:14]([NH2:16])=[NH:15])=[CH:9][CH:8]=1.CN(C)/[CH:19]=[CH:20]/[C:21]([C:23]1[S:27][C:26]([C:28]([NH:30][CH2:31][C:32]2[CH:37]=[CH:36][CH:35]=[CH:34][CH:33]=2)=[O:29])=[CH:25][CH:24]=1)=O.[O-]CC.[Na+]. (3) Given the product [S:8]1[CH:12]=[CH:11][C:10]2[CH:13]=[C:14]([C:17]3([CH2:29][C:30]4[CH:35]=[CH:34][CH:33]=[CH:32][CH:31]=4)[CH2:21][CH2:20][NH:19][CH2:18]3)[CH:15]=[CH:16][C:9]1=2, predict the reactants needed to synthesize it. The reactants are: ClC(OC(Cl)C)=O.[S:8]1[CH:12]=[CH:11][C:10]2[CH:13]=[C:14]([C:17]3([CH2:29][C:30]4[CH:35]=[CH:34][CH:33]=[CH:32][CH:31]=4)[CH2:21][CH2:20][N:19](CC4C=CC=CC=4)[CH2:18]3)[CH:15]=[CH:16][C:9]1=2. (4) Given the product [CH3:1][C:2]1[C:3]([C:22]2[CH:27]=[CH:26][CH:25]=[CH:24][CH:23]=2)=[N:4][C:5]2[C:10]([C:11]=1[C:12]([NH:14][N:15]([C:16]1[CH:17]=[CH:18][CH:19]=[CH:20][CH:21]=1)[C:29]([O:31][CH3:32])=[O:30])=[O:13])=[CH:9][CH:8]=[CH:7][CH:6]=2, predict the reactants needed to synthesize it. The reactants are: [CH3:1][C:2]1[C:3]([C:22]2[CH:27]=[CH:26][CH:25]=[CH:24][CH:23]=2)=[N:4][C:5]2[C:10]([C:11]=1[C:12]([NH:14][NH:15][C:16]1[CH:21]=[CH:20][CH:19]=[CH:18][CH:17]=1)=[O:13])=[CH:9][CH:8]=[CH:7][CH:6]=2.Cl[C:29]([O:31][CH3:32])=[O:30]. (5) Given the product [F:1][C:2]1[CH:7]=[CH:6][C:5]([NH:8][C:9](=[O:32])[CH2:10][C:11]2[C:12](=[O:31])[O:13][C:14]3[C:19]([C:20]=2[C:21]2[CH:26]=[CH:25][CH:24]=[CH:23][CH:22]=2)=[CH:18][C:17]2[CH2:27][CH:28]=[CH:29][C:16]=2[CH:15]=3)=[C:4]([C:33]([F:36])([F:34])[F:35])[CH:3]=1, predict the reactants needed to synthesize it. The reactants are: [F:1][C:2]1[CH:7]=[CH:6][C:5]([NH:8][C:9](=[O:32])[CH2:10][C:11]2[C:12](=[O:31])[O:13][C:14]3[C:19]([C:20]=2[C:21]2[CH:26]=[CH:25][CH:24]=[CH:23][CH:22]=2)=[CH:18][C:17]2[CH2:27][CH2:28][CH:29](O)[C:16]=2[CH:15]=3)=[C:4]([C:33]([F:36])([F:35])[F:34])[CH:3]=1. (6) The reactants are: [C:1]([C:5]1[CH:10]=[CH:9][C:8]([C@@H:11]([C:22]2[CH:26]=[C:25]([C:27]3[CH:28]=[C:29]([C:33]4[CH:38]=[CH:37][C:36]([Cl:39])=[CH:35][CH:34]=4)[CH:30]=[CH:31][CH:32]=3)[O:24][N:23]=2)[CH2:12][C:13]2[CH:21]=[CH:20][C:16]([C:17](O)=[O:18])=[CH:15][CH:14]=2)=[CH:7][CH:6]=1)([CH3:4])([CH3:3])[CH3:2].CCN=C=NCCCN(C)C.C1C=CC2N(O)N=NC=2C=1.[NH2:61][CH2:62][CH2:63][S:64]([OH:67])(=[O:66])=[O:65]. Given the product [C:1]([C:5]1[CH:6]=[CH:7][C:8]([C@@H:11]([C:22]2[CH:26]=[C:25]([C:27]3[CH:28]=[C:29]([C:33]4[CH:34]=[CH:35][C:36]([Cl:39])=[CH:37][CH:38]=4)[CH:30]=[CH:31][CH:32]=3)[O:24][N:23]=2)[CH2:12][C:13]2[CH:14]=[CH:15][C:16]([C:17]([NH:61][CH2:62][CH2:63][S:64]([OH:67])(=[O:66])=[O:65])=[O:18])=[CH:20][CH:21]=2)=[CH:9][CH:10]=1)([CH3:3])([CH3:2])[CH3:4], predict the reactants needed to synthesize it.